This data is from Peptide-MHC class II binding affinity with 134,281 pairs from IEDB. The task is: Regression. Given a peptide amino acid sequence and an MHC pseudo amino acid sequence, predict their binding affinity value. This is MHC class II binding data. (1) The peptide sequence is GNLQIVDKIDAAFKI. The MHC is DRB3_0202 with pseudo-sequence DRB3_0202. The binding affinity (normalized) is 0.245. (2) The binding affinity (normalized) is 0.258. The MHC is DRB1_0101 with pseudo-sequence DRB1_0101. The peptide sequence is GVTVKDVTITAPGDS. (3) The peptide sequence is EPIAAYHFDLSGKAF. The MHC is HLA-DPA10103-DPB10401 with pseudo-sequence HLA-DPA10103-DPB10401. The binding affinity (normalized) is 0.335. (4) The peptide sequence is LVQSYGWNIVTMKSGVDV. The MHC is DRB1_0405 with pseudo-sequence DRB1_0405. The binding affinity (normalized) is 0.150.